From a dataset of Full USPTO retrosynthesis dataset with 1.9M reactions from patents (1976-2016). Predict the reactants needed to synthesize the given product. (1) Given the product [C:1]1([C:33]2[CH:34]=[CH:35][CH:36]=[CH:37][CH:38]=2)[CH:2]=[CH:3][C:4]([C:7]2[N:12]=[C:11]3[CH:13]=[C:14]([C:24](=[O:31])[CH2:25][CH2:26][C:27]([OH:29])=[O:28])[N:15]([CH2:16][O:17][CH2:18][CH2:19][Si:20]([CH3:22])([CH3:23])[CH3:21])[C:10]3=[CH:9][C:8]=2[Cl:32])=[CH:5][CH:6]=1, predict the reactants needed to synthesize it. The reactants are: [C:1]1([C:33]2[CH:38]=[CH:37][CH:36]=[CH:35][CH:34]=2)[CH:6]=[CH:5][C:4]([C:7]2[N:12]=[C:11]3[CH:13]=[C:14]([C:24](=[O:31])[CH2:25][CH2:26][C:27]([O:29]C)=[O:28])[N:15]([CH2:16][O:17][CH2:18][CH2:19][Si:20]([CH3:23])([CH3:22])[CH3:21])[C:10]3=[CH:9][C:8]=2[Cl:32])=[CH:3][CH:2]=1.O[Li].O.Cl. (2) Given the product [OH:1][C@H:2]([CH2:26][OH:27])[CH2:3][N:4]1[C:9](=[O:10])[C:8]2[C:11]([NH:17][C:18]3[CH:23]=[CH:22][C:21]([I:24])=[CH:20][C:19]=3[F:25])=[C:12]([F:29])[C:13](=[O:16])[N:14]([CH3:15])[C:7]=2[N:6]=[CH:5]1, predict the reactants needed to synthesize it. The reactants are: [OH:1][C@H:2]([CH2:26][OH:27])[CH2:3][N:4]1[C:9](=[O:10])[C:8]2[C:11]([NH:17][C:18]3[CH:23]=[CH:22][C:21]([I:24])=[CH:20][C:19]=3[F:25])=[CH:12][C:13](=[O:16])[N:14]([CH3:15])[C:7]=2[N:6]=[CH:5]1.[B-](F)(F)(F)[F:29].[B-](F)(F)(F)F.C1[N+]2(CCl)CC[N+](F)(CC2)C1. (3) Given the product [C:13]([O:17][C:18]([C:20]1([CH2:7][CH:5]=[CH2:6])[CH2:22][CH2:21]1)=[O:19])([CH3:16])([CH3:15])[CH3:14], predict the reactants needed to synthesize it. The reactants are: C(N[CH:5]([CH3:7])[CH3:6])(C)C.[Li]CCCC.[C:13]([O:17][C:18]([CH:20]1[CH2:22][CH2:21]1)=[O:19])([CH3:16])([CH3:15])[CH3:14].C(Br)C=C.[Cl-].[NH4+]. (4) The reactants are: C([O:3][C:4]([C:6]1[CH:7]=[C:8]([C:13]2[CH:18]=[CH:17][C:16]([CH:19]([CH3:34])[C:20]([OH:33])([C:25]3[CH:26]=[N:27][C:28]([O:31]C)=[CH:29][CH:30]=3)[C:21]([F:24])([F:23])[F:22])=[C:15]([Cl:35])[CH:14]=2)[CH:9]=[CH:10][C:11]=1[Cl:12])=[O:5])C.Cl.[OH-].[Na+]. Given the product [Cl:12][C:11]1[CH:10]=[CH:9][C:8]([C:13]2[CH:18]=[CH:17][C:16]([CH:19]([CH3:34])[C:20]([OH:33])([C:25]3[CH:30]=[CH:29][C:28](=[O:31])[NH:27][CH:26]=3)[C:21]([F:24])([F:23])[F:22])=[C:15]([Cl:35])[CH:14]=2)=[CH:7][C:6]=1[C:4]([OH:5])=[O:3], predict the reactants needed to synthesize it.